This data is from Forward reaction prediction with 1.9M reactions from USPTO patents (1976-2016). The task is: Predict the product of the given reaction. (1) Given the reactants [C:1]1([NH:7][CH2:8][C:9]2[C:18]3[C:13](=[CH:14][CH:15]=[CH:16][CH:17]=3)[NH:12][C:11](=[O:19])[CH:10]=2)[CH:6]=[CH:5][CH:4]=[CH:3][CH:2]=1.[CH3:20][C:21]1[C:22]([C:27](O)=[O:28])=[N:23][CH:24]=[CH:25][CH:26]=1, predict the reaction product. The product is: [CH3:20][C:21]1[C:22]([C:27]([N:7]([CH2:8][C:9]2[C:18]3[C:13](=[CH:14][CH:15]=[CH:16][CH:17]=3)[NH:12][C:11](=[O:19])[CH:10]=2)[C:1]2[CH:2]=[CH:3][CH:4]=[CH:5][CH:6]=2)=[O:28])=[N:23][CH:24]=[CH:25][CH:26]=1. (2) Given the reactants [NH2:1][CH:2]1[CH2:7][CH2:6][CH2:5][N:4]([C:8]2[N:13]=[CH:12][C:11]([NH:14][C:15]3[C:24]4[C:19](=[CH:20][CH:21]=[C:22]([C:25]5[CH:30]=[C:29]([F:31])[C:28]([OH:32])=[C:27]([Cl:33])[CH:26]=5)[CH:23]=4)[N:18]=[CH:17][C:16]=3[C:34]([CH:36]3[CH2:38][CH2:37]3)=[O:35])=[CH:10][CH:9]=2)[CH2:3]1.Cl, predict the reaction product. The product is: [ClH:33].[NH2:1][CH:2]1[CH2:7][CH2:6][CH2:5][N:4]([C:8]2[N:13]=[CH:12][C:11]([NH:14][C:15]3[C:24]4[C:19](=[CH:20][CH:21]=[C:22]([C:25]5[CH:30]=[C:29]([F:31])[C:28]([OH:32])=[C:27]([Cl:33])[CH:26]=5)[CH:23]=4)[N:18]=[CH:17][C:16]=3[C:34]([CH:36]3[CH2:38][CH2:37]3)=[O:35])=[CH:10][CH:9]=2)[CH2:3]1. (3) Given the reactants [CH3:1][C:2]1([C:5]([N:7]2[CH2:12][CH2:11][CH:10]([O:13][C:14]3[C:23]4[C:18](=[CH:19][CH:20]=[CH:21][CH:22]=4)[C:17]([NH:24][C:25]([NH:27][C:28]4[N:29]([C:37]5[CH:42]=[CH:41][C:40]([CH3:43])=[CH:39][CH:38]=5)[N:30]=[C:31]([C:33]5([CH3:36])[CH2:35][CH2:34]5)[CH:32]=4)=[O:26])=[CH:16][N:15]=3)[CH2:9][CH2:8]2)=[O:6])[CH2:4][CH2:3]1.[CH3:44][S:45]([OH:48])(=[O:47])=[O:46], predict the reaction product. The product is: [S:45]([OH:48])(=[O:47])(=[O:46])[CH3:44].[CH3:1][C:2]1([C:5]([N:7]2[CH2:8][CH2:9][CH:10]([O:13][C:14]3[C:23]4[C:18](=[CH:19][CH:20]=[CH:21][CH:22]=4)[C:17]([NH:24][C:25]([NH:27][C:28]4[N:29]([C:37]5[CH:42]=[CH:41][C:40]([CH3:43])=[CH:39][CH:38]=5)[N:30]=[C:31]([C:33]5([CH3:36])[CH2:35][CH2:34]5)[CH:32]=4)=[O:26])=[CH:16][N:15]=3)[CH2:11][CH2:12]2)=[O:6])[CH2:3][CH2:4]1. (4) Given the reactants [F:1][C:2]([F:15])([F:14])[O:3][C:4]1[CH:9]=[CH:8][CH:7]=[CH:6][C:5]=1[S:10](Cl)(=[O:12])=[O:11].Cl.[CH3:17][O:18][C:19]1[CH:20]=[C:21]([C:27]2[CH:28](C)[CH2:29][C:30](=[O:39])[N:31]([CH:33]3[CH2:38][CH2:37][NH:36][CH2:35][CH2:34]3)[N:32]=2)[CH:22]=[CH:23][C:24]=1[O:25][CH3:26].C(N1CCC(N2C(=O)CC(C)C(C3C=CC(OC)=C(OC)C=3)=N2)CC1)(=O)C, predict the reaction product. The product is: [CH3:17][O:18][C:19]1[CH:20]=[C:21]([C:27]2[CH2:28][CH2:29][C:30](=[O:39])[N:31]([CH:33]3[CH2:34][CH2:35][N:36]([S:10]([C:5]4[CH:6]=[CH:7][CH:8]=[CH:9][C:4]=4[O:3][C:2]([F:15])([F:14])[F:1])(=[O:12])=[O:11])[CH2:37][CH2:38]3)[N:32]=2)[CH:22]=[CH:23][C:24]=1[O:25][CH3:26]. (5) Given the reactants O.C[N:3]([CH3:6])C=O.[Br:7][C:8]1[C:13]([CH3:14])=[C:12](I)[C:11]([NH2:16])=[C:10]([O:17][CH3:18])[C:9]=1[F:19], predict the reaction product. The product is: [NH2:16][C:11]1[C:10]([O:17][CH3:18])=[C:9]([F:19])[C:8]([Br:7])=[C:13]([CH3:14])[C:12]=1[C:6]#[N:3]. (6) Given the reactants [NH:1]1[CH:5]=[C:4]([C:6]2[C:7]([C:12]3[CH:17]=[CH:16][CH:15]=[CH:14][CH:13]=3)=[N:8][O:9][C:10]=2[CH3:11])[N:3]=[CH:2]1.[F:18][C:19]1[CH:24]=[CH:23][C:22]([O:25][CH3:26])=[CH:21][C:20]=1B(O)O, predict the reaction product. The product is: [F:18][C:19]1[CH:24]=[CH:23][C:22]([O:25][CH3:26])=[CH:21][C:20]=1[N:1]1[CH:5]=[C:4]([C:6]2[C:7]([C:12]3[CH:13]=[CH:14][CH:15]=[CH:16][CH:17]=3)=[N:8][O:9][C:10]=2[CH3:11])[N:3]=[CH:2]1.